From a dataset of Reaction yield outcomes from USPTO patents with 853,638 reactions. Predict the reaction yield, written as a fraction of the theoretical maximum amount of product (1.0 means a 100% yield; for example, 0.34 means a 34% yield). The reactants are [CH2:1]([O:5][C:6]1[CH:11]=[CH:10][C:9]([CH2:12][C@H:13]([NH:18][C:19]([C@@H:21](/[CH:30]=[CH:31]/[CH2:32][CH2:33][CH2:34][CH2:35][CH2:36][CH2:37][S:38](=[O:47])(=[O:46])[NH:39][CH2:40][CH2:41][CH2:42][CH2:43][CH2:44][CH3:45])[C@@:22]([OH:29])([CH2:26][CH2:27][CH3:28])[C:23]([O-:25])=[O:24])=[O:20])[C:14]([O:16][CH3:17])=[O:15])=[CH:8][CH:7]=1)[C:2]#[C:3][CH3:4].FC(F)(F)C(O)=O. The catalyst is ClCCl. The product is [CH2:1]([O:5][C:6]1[CH:11]=[CH:10][C:9]([CH2:12][C@H:13]([NH:18][C:19]([C@@H:21](/[CH:30]=[CH:31]/[CH2:32][CH2:33][CH2:34][CH2:35][CH2:36][CH2:37][S:38](=[O:47])(=[O:46])[NH:39][CH2:40][CH2:41][CH2:42][CH2:43][CH2:44][CH3:45])[C@@:22]([OH:29])([CH2:26][CH2:27][CH3:28])[C:23]([OH:25])=[O:24])=[O:20])[C:14]([O:16][CH3:17])=[O:15])=[CH:8][CH:7]=1)[C:2]#[C:3][CH3:4]. The yield is 0.540.